Task: Predict the reaction yield, written as a fraction of the theoretical maximum amount of product (1.0 means a 100% yield; for example, 0.34 means a 34% yield).. Dataset: Reaction yield outcomes from USPTO patents with 853,638 reactions (1) The reactants are [CH2:1]([C:5]1[N:10]2[N:11]=[CH:12][N:13]=[C:9]2[N:8]([CH:14]2[CH2:19][CH2:18][C:17](=[O:20])[CH2:16][CH2:15]2)[C:7](=[O:21])[C:6]=1[CH2:22][C:23]1[CH:28]=[CH:27][C:26]([C:29]2[C:30]([C:35]#[N:36])=[CH:31][CH:32]=[CH:33][CH:34]=2)=[CH:25][CH:24]=1)[CH2:2][CH2:3][CH3:4].[CH3:37][CH:38]([CH:41]([CH3:43])[OH:42])CO. The catalyst is O.C1(C)C=CC(S(O)(=O)=O)=CC=1.C1(C)C=CC=CC=1. The product is [CH2:1]([C:5]1[N:10]2[N:11]=[CH:12][N:13]=[C:9]2[N:8]([CH:14]2[CH2:15][CH2:16][C:17]3([O:42][CH:41]([CH3:43])[CH:38]([CH3:37])[O:20]3)[CH2:18][CH2:19]2)[C:7](=[O:21])[C:6]=1[CH2:22][C:23]1[CH:28]=[CH:27][C:26]([C:29]2[C:30]([C:35]#[N:36])=[CH:31][CH:32]=[CH:33][CH:34]=2)=[CH:25][CH:24]=1)[CH2:2][CH2:3][CH3:4]. The yield is 1.00. (2) The product is [F:23][C:24]([F:29])([F:28])[C:25]([OH:27])=[O:26].[CH3:49][NH:48][C:46]([C:44]1[N:43]=[N:42][N:41]([CH2:40][CH2:39][CH2:38][CH2:37][C:34]2[N:35]=[N:36][C:31]([NH:30][C:20](=[O:21])[CH2:19][N:3]3[CH2:4][CH2:5][N:6]([C:8]4[CH:13]=[CH:12][CH:11]=[C:10]([O:14][C:15]([F:18])([F:16])[F:17])[CH:9]=4)[CH2:7][C:2]3=[O:1])=[CH:32][CH:33]=2)[CH:45]=1)=[O:47]. The reactants are [O:1]=[C:2]1[CH2:7][N:6]([C:8]2[CH:13]=[CH:12][CH:11]=[C:10]([O:14][C:15]([F:18])([F:17])[F:16])[CH:9]=2)[CH2:5][CH2:4][N:3]1[CH2:19][C:20](O)=[O:21].[F:23][C:24]([F:29])([F:28])[C:25]([OH:27])=[O:26].[NH2:30][C:31]1[N:36]=[N:35][C:34]([CH2:37][CH2:38][CH2:39][CH2:40][N:41]2[CH:45]=[C:44]([C:46]([NH:48][CH3:49])=[O:47])[N:43]=[N:42]2)=[CH:33][CH:32]=1.C(P1(=O)OP(CCC)(=O)OP(CCC)(=O)O1)CC.N1C=CC=CC=1. The yield is 0.140. The catalyst is CCOC(C)=O.CN(C=O)C. (3) The reactants are [Br:1][C:2]1[CH:3]=[C:4]([CH2:11]O)[CH:5]=[C:6]([N+:8]([O-:10])=[O:9])[CH:7]=1.[Br:13]P(Br)Br. The catalyst is C(Cl)Cl. The product is [Br:1][C:2]1[CH:7]=[C:6]([N+:8]([O-:10])=[O:9])[CH:5]=[C:4]([CH2:11][Br:13])[CH:3]=1. The yield is 0.600. (4) The product is [NH2:1][C:2]1[CH:3]=[C:4]([N:11]2[CH2:12][CH2:13][N:14]([C:17]([C:19]3[CH:24]=[CH:23][CH:22]=[CH:21][C:20]=3[C:25]([F:28])([F:27])[F:26])=[O:18])[CH2:15][CH2:16]2)[CH:5]=[CH:6][C:7]=1[NH2:8]. The catalyst is [Ni]. The reactants are [NH2:1][C:2]1[CH:3]=[C:4]([N:11]2[CH2:16][CH2:15][N:14]([C:17]([C:19]3[CH:24]=[CH:23][CH:22]=[CH:21][C:20]=3[C:25]([F:28])([F:27])[F:26])=[O:18])[CH2:13][CH2:12]2)[CH:5]=[CH:6][C:7]=1[N+:8]([O-])=O.NN. The yield is 0.880. (5) The reactants are [S:1]1[CH:5]=[CH:4][CH:3]=[C:2]1[CH2:6][NH2:7].CN(C(ON1N=NC2C=CC=NC1=2)=[N+](C)C)C.F[P-](F)(F)(F)(F)F.CCN(CC)CC.[CH2:39]([O:41][C:42]1[C:51]([C:52](O)=[O:53])=[C:50]([CH3:55])[C:49]2[C:44](=[CH:45][C:46]([C:56]([F:59])([F:58])[F:57])=[CH:47][CH:48]=2)[N:43]=1)[CH3:40]. The catalyst is C1COCC1.CCOC(C)=O. The product is [CH2:39]([O:41][C:42]1[C:51]([C:52]([NH:7][CH2:6][C:2]2[S:1][CH:5]=[CH:4][CH:3]=2)=[O:53])=[C:50]([CH3:55])[C:49]2[C:44](=[CH:45][C:46]([C:56]([F:59])([F:57])[F:58])=[CH:47][CH:48]=2)[N:43]=1)[CH3:40]. The yield is 0.720.